This data is from Forward reaction prediction with 1.9M reactions from USPTO patents (1976-2016). The task is: Predict the product of the given reaction. (1) Given the reactants [CH2:1]([C:4]1[CH:5]=[N:6][C:7]([N:10]2[CH2:15][CH2:14][CH:13]([O:16][C:17]3[CH:22]=[CH:21][NH:20][C:19](=[O:23])[CH:18]=3)[CH2:12][CH2:11]2)=[N:8][CH:9]=1)[CH2:2][CH3:3].CS(OC1CCN(C(OC(C)C)=O)CC1)(=O)=O.F[C:42]1[CH:47]=[CH:46][C:45]([S:48]([CH3:51])(=[O:50])=[O:49])=[CH:44][C:43]=1[CH3:52].BrC1C=CC(C#N)=CC=1.C(=O)([O-])[O-].[K+].[K+].N1C2C(=CC=CC=2O)C=CC=1.C(=O)([O-])[O-].[Cs+].[Cs+], predict the reaction product. The product is: [CH3:52][C:43]1[CH:44]=[C:45]([S:48]([CH3:51])(=[O:50])=[O:49])[CH:46]=[CH:47][C:42]=1[N:20]1[CH:21]=[CH:22][C:17]([O:16][CH:13]2[CH2:14][CH2:15][N:10]([C:7]3[N:8]=[CH:9][C:4]([CH2:1][CH2:2][CH3:3])=[CH:5][N:6]=3)[CH2:11][CH2:12]2)=[CH:18][C:19]1=[O:23]. (2) Given the reactants [Br:1][C:2]1[CH:10]=[C:9]2[C:5]([CH2:6][C:7](=[O:11])[NH:8]2)=[CH:4][CH:3]=1.C[Si]([N-][Si](C)(C)C)(C)C.[Na+].[CH3:22][N:23]([CH2:27][CH2:28]Cl)[CH2:24][CH2:25]Cl.Cl, predict the reaction product. The product is: [Br:1][C:2]1[CH:10]=[C:9]2[NH:8][C:7](=[O:11])[C:6]3([CH2:28][CH2:27][N:23]([CH3:22])[CH2:24][CH2:25]3)[C:5]2=[CH:4][CH:3]=1. (3) Given the reactants Br[C:2]1[C:3]2[N:4]([CH:8]=[CH:9][N:10]=2)[CH:5]=[CH:6][CH:7]=1.[Cl:11][C:12]1[CH:13]=[C:14]([CH:16]=[CH:17][CH:18]=1)[NH2:15].CC(C)([O-])C.[Na+], predict the reaction product. The product is: [Cl:11][C:12]1[CH:13]=[C:14]([NH:15][C:2]2[C:3]3[N:4]([CH:8]=[CH:9][N:10]=3)[CH:5]=[CH:6][CH:7]=2)[CH:16]=[CH:17][CH:18]=1. (4) Given the reactants Cl[C:2]1[N:20]=[C:5]2[C:6]([C:10]3[CH:15]=[CH:14][C:13]([S:16]([CH3:19])(=[O:18])=[O:17])=[CH:12][CH:11]=3)=[CH:7][CH:8]=[CH:9][N:4]2[N:3]=1.[N:21]1[CH:26]=[CH:25][CH:24]=[CH:23][C:22]=1[CH2:27][NH2:28], predict the reaction product. The product is: [CH3:19][S:16]([C:13]1[CH:14]=[CH:15][C:10]([C:6]2[C:5]3[N:4]([N:3]=[C:2]([NH:28][CH2:27][C:22]4[CH:23]=[CH:24][CH:25]=[CH:26][N:21]=4)[N:20]=3)[CH:9]=[CH:8][CH:7]=2)=[CH:11][CH:12]=1)(=[O:18])=[O:17]. (5) Given the reactants [C:1]([O-:6])(=[O:5])[CH:2]([CH3:4])[CH3:3].C([N+](CCCC)(CCCC)CCCC)CCC.[C:24](=[O:32])([S:29][CH2:30][CH3:31])[O:25][CH:26](Cl)[CH3:27], predict the reaction product. The product is: [C:24](=[O:32])([S:29][CH2:30][CH3:31])[O:25][CH:26]([O:5][C:1](=[O:6])[CH:2]([CH3:4])[CH3:3])[CH3:27].